The task is: Predict which catalyst facilitates the given reaction.. This data is from Catalyst prediction with 721,799 reactions and 888 catalyst types from USPTO. (1) Reactant: [F:1][C:2]1[CH:3]=[C:4]([CH:9]=[CH:10][C:11]=1[C:12]([F:15])([F:14])[F:13])[C:5](Cl)=[N:6][OH:7].[C:16]([O:24][CH3:25])(=[O:23])[C:17]#[C:18][C:19]([O:21][CH3:22])=[O:20].C(N(CC)CC)C. Product: [F:1][C:2]1[CH:3]=[C:4]([C:5]2[C:18]([C:19]([O:21][CH3:22])=[O:20])=[C:17]([C:16]([O:24][CH3:25])=[O:23])[O:7][N:6]=2)[CH:9]=[CH:10][C:11]=1[C:12]([F:15])([F:14])[F:13]. The catalyst class is: 11. (2) Reactant: [C:1]([C:4]1[C:5]([Cl:28])=[C:6]([NH:12][C:13]2[N:18]=[C:17]([NH:19][CH:20]3[CH2:22][CH2:21]3)[C:16]3=[N:23][CH:24]=[C:25]([C:26]#[N:27])[N:15]3[N:14]=2)[CH:7]=[C:8]([C:10]#[N:11])[CH:9]=1)(=[O:3])[CH3:2].[CH3:29][Mg+].[Br-]. Product: [Cl:28][C:5]1[C:4]([C:1]([OH:3])([CH3:29])[CH3:2])=[CH:9][C:8]([C:10]#[N:11])=[CH:7][C:6]=1[NH:12][C:13]1[N:18]=[C:17]([NH:19][CH:20]2[CH2:21][CH2:22]2)[C:16]2=[N:23][CH:24]=[C:25]([C:26]#[N:27])[N:15]2[N:14]=1. The catalyst class is: 1.